The task is: Predict which catalyst facilitates the given reaction.. This data is from Catalyst prediction with 721,799 reactions and 888 catalyst types from USPTO. Reactant: [Cl:1][C:2]1[CH:3]=[C:4]([C:13]2[O:14][C:15]3[CH2:25][C:20]4(OCC[O:21]4)[CH2:19][CH2:18][C:16]=3[N:17]=2)[CH:5]=[CH:6][C:7]=1[O:8][CH2:9][CH:10]1[CH2:12][CH2:11]1.C1COCC1.Cl.C(=O)([O-])O.[Na+]. Product: [Cl:1][C:2]1[CH:3]=[C:4]([C:13]2[O:14][C:15]3[CH2:25][CH:20]([OH:21])[CH2:19][CH2:18][C:16]=3[N:17]=2)[CH:5]=[CH:6][C:7]=1[O:8][CH2:9][CH:10]1[CH2:11][CH2:12]1. The catalyst class is: 72.